This data is from Catalyst prediction with 721,799 reactions and 888 catalyst types from USPTO. The task is: Predict which catalyst facilitates the given reaction. (1) Reactant: [Br:1][C:2]1[CH:3]=[C:4]2[C:9](=[CH:10][CH:11]=1)[C:8](=[O:12])[N:7]([CH2:13][CH:14]1[CH2:16][CH2:15]1)[C:6]([C:17]([O:19]CC)=[O:18])=[C:5]2[O:22][CH2:23][CH2:24][CH2:25][CH3:26].[OH-].[Na+].O.Cl. Product: [Br:1][C:2]1[CH:3]=[C:4]2[C:9](=[CH:10][CH:11]=1)[C:8](=[O:12])[N:7]([CH2:13][CH:14]1[CH2:15][CH2:16]1)[C:6]([C:17]([OH:19])=[O:18])=[C:5]2[O:22][CH2:23][CH2:24][CH2:25][CH3:26]. The catalyst class is: 214. (2) Reactant: [Cl:1][C:2]1[CH:3]=[C:4]2[C:12](=[CH:13][CH:14]=1)[NH:11][C:10]1[C:9]([O:15][CH2:16][CH2:17][CH2:18][NH2:19])=[C:8]3[NH:20][C:21]4[CH:22]=[CH:23][C:24]([Cl:27])=[CH:25][C:26]=4[C:7]3=[CH:6][C:5]2=1.[NH:28]1[C:36]2[C:31](=[CH:32][CH:33]=[CH:34][CH:35]=2)[C:30]([CH:37]=O)=[CH:29]1.[BH-](OC(C)=O)(OC(C)=O)OC(C)=O.[Na+].CC(O)=O. Product: [NH:28]1[C:36]2[C:31](=[CH:32][CH:33]=[CH:34][CH:35]=2)[C:30]([CH2:37][NH:19][CH2:18][CH2:17][CH2:16][O:15][C:9]2[C:8]3[NH:20][C:21]4[C:26](=[CH:25][C:24]([Cl:27])=[CH:23][CH:22]=4)[C:7]=3[CH:6]=[C:5]3[C:4]4[CH:3]=[C:2]([Cl:1])[CH:14]=[CH:13][C:12]=4[NH:11][C:10]=23)=[CH:29]1. The catalyst class is: 26. (3) Reactant: [F:1][C:2]1[CH:3]=[C:4]([CH:24]=[CH:25][C:26]=1[CH3:27])[O:5][C:6]1[CH:7]=[CH:8][C:9]([N+:21]([O-])=O)=[C:10]([CH2:12][NH:13][C:14](=[O:20])[O:15][C:16]([CH3:19])([CH3:18])[CH3:17])[CH:11]=1.[Cl-].[NH4+].C(O)C. Product: [NH2:21][C:9]1[CH:8]=[CH:7][C:6]([O:5][C:4]2[CH:24]=[CH:25][C:26]([CH3:27])=[C:2]([F:1])[CH:3]=2)=[CH:11][C:10]=1[CH2:12][NH:13][C:14](=[O:20])[O:15][C:16]([CH3:18])([CH3:17])[CH3:19]. The catalyst class is: 150.